From a dataset of Catalyst prediction with 721,799 reactions and 888 catalyst types from USPTO. Predict which catalyst facilitates the given reaction. (1) Reactant: [Cl:1][C:2]1[CH:3]=[C:4]([CH:8]=[C:9]([Cl:27])[C:10]=1[C:11]([N:13]1[C:21]2[CH:20]=[CH:19][N:18]=[C:17]([C:22]([CH:24]3[CH2:26][CH2:25]3)=[O:23])[C:16]=2[CH:15]=[CH:14]1)=[O:12])[C:5]([OH:7])=O.C(N=C=NCCCN(C)C)C.ON1C2C=CC=CC=2N=N1.[C:49]([O:53][C:54](=[O:59])[NH:55][CH2:56][CH2:57][NH2:58])([CH3:52])([CH3:51])[CH3:50].C(=O)(O)[O-].[Na+]. Product: [Cl:1][C:2]1[CH:3]=[C:4]([CH:8]=[C:9]([Cl:27])[C:10]=1[C:11]([N:13]1[C:21]2[CH:20]=[CH:19][N:18]=[C:17]([C:22]([CH:24]3[CH2:25][CH2:26]3)=[O:23])[C:16]=2[CH:15]=[CH:14]1)=[O:12])[C:5]([NH:58][CH2:57][CH2:56][NH:55][C:54](=[O:59])[O:53][C:49]([CH3:51])([CH3:50])[CH3:52])=[O:7]. The catalyst class is: 9. (2) Reactant: [NH2:1][C:2]1[N:7]=[CH:6][C:5]([C:8]2[CH:9]=[C:10]([NH2:19])[C:11]([NH:14][C:15]([CH3:18])([CH3:17])[CH3:16])=[CH:12][CH:13]=2)=[CH:4][N:3]=1.[CH:20]([C:22]1[CH:23]=[C:24]([CH:27]=[CH:28][C:29]=1[N:30]1[CH:34]=[N:33][CH:32]=[N:31]1)[C:25]#[N:26])=O.OOS([O-])=O.[K+].S([O-])([O-])(=O)=S.[Na+].[Na+]. Product: [NH2:1][C:2]1[N:7]=[CH:6][C:5]([C:8]2[CH:13]=[CH:12][C:11]3[N:14]([C:15]([CH3:16])([CH3:18])[CH3:17])[C:20]([C:22]4[CH:23]=[C:24]([CH:27]=[CH:28][C:29]=4[N:30]4[CH:34]=[N:33][CH:32]=[N:31]4)[C:25]#[N:26])=[N:19][C:10]=3[CH:9]=2)=[CH:4][N:3]=1. The catalyst class is: 18. (3) Reactant: F[C:2]1[CH:7]=[C:6]([C:8]2[CH:13]=[C:12]([NH:14][CH2:15][C@H:16]([OH:23])[C:17]3[CH:22]=[CH:21][CH:20]=[CH:19][CH:18]=3)[N:11]=[CH:10][N:9]=2)[CH:5]=[CH:4][C:3]=1[C:24](=O)[CH3:25].Cl.[NH2:28][OH:29].[OH-].[K+].C(O)(C)C. Product: [CH3:25][C:24]1[C:3]2[CH:4]=[CH:5][C:6]([C:8]3[N:9]=[CH:10][N:11]=[C:12]([NH:14][CH2:15][C@@H:16]([C:17]4[CH:22]=[CH:21][CH:20]=[CH:19][CH:18]=4)[OH:23])[CH:13]=3)=[CH:7][C:2]=2[O:29][N:28]=1. The catalyst class is: 6. (4) Reactant: [NH2:1][C:2](=[N:54][C:55](=[O:62])[C:56]1[CH:61]=[CH:60][CH:59]=[CH:58][CH:57]=1)[C:3]1[CH:8]=[CH:7][C:6]([NH:9][C@@H:10]([C:32]2[N:36]=[C:35]([O:37][CH2:38][O:39][C:40](=[O:47])[C:41]([CH3:46])([CH3:45])[CH2:42][O:43][CH3:44])[N:34]([C:48]3[N:53]=[CH:52][CH:51]=[CH:50][N:49]=3)[N:33]=2)[C:11]2[C:12]([F:31])=[C:13]([CH:26]=[C:27]([O:29][CH3:30])[CH:28]=2)[O:14][CH2:15][CH2:16][O:17][C:18]([C:20]2[CH:25]=[CH:24][N:23]=[CH:22][CH:21]=2)=[O:19])=[CH:5][CH:4]=1.ClCCl.[CH3:66][S:67]([OH:70])(=[O:69])=[O:68]. Product: [CH3:66][S:67]([OH:70])(=[O:69])=[O:68].[NH2:1][C:2](=[N:54][C:55](=[O:62])[C:56]1[CH:61]=[CH:60][CH:59]=[CH:58][CH:57]=1)[C:3]1[CH:4]=[CH:5][C:6]([NH:9][C@@H:10]([C:32]2[N:36]=[C:35]([O:37][CH2:38][O:39][C:40](=[O:47])[C:41]([CH3:46])([CH3:45])[CH2:42][O:43][CH3:44])[N:34]([C:48]3[N:53]=[CH:52][CH:51]=[CH:50][N:49]=3)[N:33]=2)[C:11]2[C:12]([F:31])=[C:13]([CH:26]=[C:27]([O:29][CH3:30])[CH:28]=2)[O:14][CH2:15][CH2:16][O:17][C:18]([C:20]2[CH:21]=[CH:22][N:23]=[CH:24][CH:25]=2)=[O:19])=[CH:7][CH:8]=1. The catalyst class is: 237. (5) Reactant: [C:1]([C:3]1[CH:8]=[CH:7][C:6]([C@@H:9]2[C:14]([C:15](O)=[O:16])=[C:13]([CH3:18])[N:12]([C:19]3[CH:24]=[CH:23][CH:22]=[C:21]([C:25]([F:28])([F:27])[F:26])[CH:20]=3)[C:11](=[O:29])[NH:10]2)=[C:5]([S:30][CH3:31])[CH:4]=1)#[N:2].C1C[N:35]([P+](ON2N=NC3C=CC=CC2=3)(N2CCCC2)N2CCCC2)CC1.F[P-](F)(F)(F)(F)F.C(N(CC)CC)C.[Cl-].[NH4+].Cl. Product: [C:1]([C:3]1[CH:8]=[CH:7][C:6]([C@@H:9]2[C:14]([C:15]([NH2:35])=[O:16])=[C:13]([CH3:18])[N:12]([C:19]3[CH:24]=[CH:23][CH:22]=[C:21]([C:25]([F:27])([F:28])[F:26])[CH:20]=3)[C:11](=[O:29])[NH:10]2)=[C:5]([S:30][CH3:31])[CH:4]=1)#[N:2]. The catalyst class is: 1.